From a dataset of Catalyst prediction with 721,799 reactions and 888 catalyst types from USPTO. Predict which catalyst facilitates the given reaction. (1) Reactant: [NH2:1][C:2]1[CH:11]=[CH:10][C:9](Br)=[CH:8][C:3]=1[C:4]([NH:6][CH3:7])=[O:5].[CH3:13][N:14](C=O)C. Product: [NH2:1][C:2]1[CH:11]=[CH:10][C:9]([C:13]#[N:14])=[CH:8][C:3]=1[C:4]([NH:6][CH3:7])=[O:5]. The catalyst class is: 267. (2) Reactant: C([BH3-])#N.[Na+].[Cl:5][C:6]1[CH:14]=[C:13]2[C:9]([CH:10]=[CH:11][NH:12]2)=[CH:8][CH:7]=1.[OH-].[Na+]. Product: [Cl:5][C:6]1[CH:14]=[C:13]2[C:9]([CH2:10][CH2:11][NH:12]2)=[CH:8][CH:7]=1. The catalyst class is: 6. (3) Reactant: [F:1][C:2]1[C:7]([O:8][CH3:9])=[CH:6][C:5]([O:10][CH3:11])=[CH:4][C:3]=1[NH:12][C:13](=[O:15])[CH3:14].S(Cl)([Cl:19])(=O)=O. The catalyst class is: 10. Product: [Cl:19][C:4]1[C:5]([O:10][CH3:11])=[CH:6][C:7]([O:8][CH3:9])=[C:2]([F:1])[C:3]=1[NH:12][C:13](=[O:15])[CH3:14]. (4) Reactant: [CH3:1][C:2]1([CH3:18])[O:7][CH2:6][CH:5]([NH:8][C:9]2[C:14]([NH2:15])=[CH:13][CH:12]=[C:11]([O:16][CH3:17])[N:10]=2)[CH2:4][O:3]1.C([O-])([O-])=O.[K+].[K+].Br[CH2:26][C:27]([O:29][CH2:30][CH3:31])=[O:28].C(Cl)Cl. Product: [CH3:1][C:2]1([CH3:18])[O:7][CH2:6][CH:5]([NH:8][C:9]2[C:14]([NH:15][CH2:26][C:27]([O:29][CH2:30][CH3:31])=[O:28])=[CH:13][CH:12]=[C:11]([O:16][CH3:17])[N:10]=2)[CH2:4][O:3]1. The catalyst class is: 3. (5) Reactant: [CH:1]1([C:6]2[CH:7]=[C:8]3[N:13]([CH:14]=2)[CH2:12][CH2:11][CH2:10][CH2:9]3)[CH2:5][CH2:4][CH2:3][CH2:2]1.C1(C)C=CC=CC=1.[C:22](Cl)(=[O:26])[C:23]([Cl:25])=[O:24]. Product: [CH:1]1([C:6]2[CH:7]=[C:8]3[N:13]([C:14]=2[C:22](=[O:26])[C:23]([Cl:25])=[O:24])[CH2:12][CH2:11][CH2:10][CH2:9]3)[CH2:2][CH2:3][CH2:4][CH2:5]1. The catalyst class is: 1.